From a dataset of Reaction yield outcomes from USPTO patents with 853,638 reactions. Predict the reaction yield, written as a fraction of the theoretical maximum amount of product (1.0 means a 100% yield; for example, 0.34 means a 34% yield). (1) The reactants are S(=O)(=O)(O)O.[CH2:6]([CH:8]([CH2:21][CH3:22])[C@H:9]([NH:12][C@H:13]([C:15]1[CH:20]=[CH:19][CH:18]=[CH:17][CH:16]=1)[CH3:14])[C:10]#[N:11])[CH3:7].[NH4+].[OH-:24]. No catalyst specified. The product is [CH2:21]([CH:8]([CH2:6][CH3:7])[C@@H:9]([C:10]([NH2:11])=[O:24])[NH:12][C@H:13]([C:15]1[CH:16]=[CH:17][CH:18]=[CH:19][CH:20]=1)[CH3:14])[CH3:22]. The yield is 0.900. (2) The reactants are [C:1]([C:3]1[CH:8]=[CH:7][C:6]([N:9]2[C:14](=[O:15])[CH2:13][O:12][C:11]3[CH:16]=[C:17]([S:20]([N:23](CC4C=CC(OC)=CC=4)[C:24]4[S:25][CH:26]=[CH:27][N:28]=4)(=[O:22])=[O:21])[CH:18]=[CH:19][C:10]2=3)=[C:5]([O:38][CH3:39])[CH:4]=1)#[N:2].[Al].FC(F)(F)C(O)=O. The catalyst is C(Cl)Cl. The product is [C:1]([C:3]1[CH:8]=[CH:7][C:6]([N:9]2[C:14](=[O:15])[CH2:13][O:12][C:11]3[CH:16]=[C:17]([S:20]([NH:23][C:24]4[S:25][CH:26]=[CH:27][N:28]=4)(=[O:21])=[O:22])[CH:18]=[CH:19][C:10]2=3)=[C:5]([O:38][CH3:39])[CH:4]=1)#[N:2]. The yield is 0.220.